Dataset: Reaction yield outcomes from USPTO patents with 853,638 reactions. Task: Predict the reaction yield, written as a fraction of the theoretical maximum amount of product (1.0 means a 100% yield; for example, 0.34 means a 34% yield). (1) The product is [Cl:17][C:18]1[CH:23]=[CH:22][N:21]2[N:24]=[C:25]([CH:27]3[CH2:29][CH2:28]3)[C:26]([CH2:2][N:3]3[CH2:7][CH:6]([CH:8]=[C:9]([F:11])[F:10])[CH2:5][C:4]3=[O:12])=[C:20]2[N:19]=1. The reactants are Cl[CH2:2][N:3]1[CH2:7][CH:6]([CH:8]=[C:9]([F:11])[F:10])[CH2:5][C:4]1=[O:12].[Al+3].[Cl-].[Cl-].[Cl-].[Cl:17][C:18]1[CH:23]=[CH:22][N:21]2[N:24]=[C:25]([CH:27]3[CH2:29][CH2:28]3)[CH:26]=[C:20]2[N:19]=1. The yield is 0.690. The catalyst is O1CCOCC1. (2) The reactants are [O:1]([CH2:8][C:9]([N:11]1[CH2:16][CH2:15][C:14]2[NH:17][N:18]=[C:19]([C:20]3[CH:25]=[CH:24][CH:23]=[CH:22][CH:21]=3)[C:13]=2[CH2:12]1)=[O:10])[C:2]1[CH:7]=[CH:6][CH:5]=[CH:4][CH:3]=1.[H-].[Na+].I[CH:29]([CH3:31])[CH3:30].O. The catalyst is CN(C=O)C. The product is [CH:29]([N:17]1[C:14]2[CH2:15][CH2:16][N:11]([C:9](=[O:10])[CH2:8][O:1][C:2]3[CH:7]=[CH:6][CH:5]=[CH:4][CH:3]=3)[CH2:12][C:13]=2[C:19]([C:20]2[CH:25]=[CH:24][CH:23]=[CH:22][CH:21]=2)=[N:18]1)([CH3:31])[CH3:30].[CH:29]([N:18]1[C:19]([C:20]2[CH:25]=[CH:24][CH:23]=[CH:22][CH:21]=2)=[C:13]2[CH2:12][N:11]([C:9](=[O:10])[CH2:8][O:1][C:2]3[CH:7]=[CH:6][CH:5]=[CH:4][CH:3]=3)[CH2:16][CH2:15][C:14]2=[N:17]1)([CH3:31])[CH3:30]. The yield is 0.131. (3) The reactants are [Br:1][C:2]1[CH:3]=[C:4]([NH:8][C:9]2[CH:18]=[C:17]([O:19][CH3:20])[CH:16]=[CH:15][C:10]=2[C:11]([O:13]C)=[O:12])[CH:5]=[CH:6][CH:7]=1.[Li+].[OH-]. The catalyst is O1CCOCC1. The product is [Br:1][C:2]1[CH:3]=[C:4]([NH:8][C:9]2[CH:18]=[C:17]([O:19][CH3:20])[CH:16]=[CH:15][C:10]=2[C:11]([OH:13])=[O:12])[CH:5]=[CH:6][CH:7]=1. The yield is 0.950. (4) The product is [CH3:1][N:2]([CH3:20])[C:3]([C:5]1[N:14]([CH:15]2[CH2:19][CH2:18][CH2:17][CH2:16]2)[C:8]2[N:9]=[C:10]([NH:38][C:35]3[CH:36]=[CH:37][C:32]([N:30]([CH2:29][CH2:28][NH2:27])[CH3:31])=[CH:33][N:34]=3)[N:11]=[CH:12][C:7]=2[CH:6]=1)=[O:4]. The reactants are [CH3:1][N:2]([CH3:20])[C:3]([C:5]1[N:14]([CH:15]2[CH2:19][CH2:18][CH2:17][CH2:16]2)[C:8]2[N:9]=[C:10](Cl)[N:11]=[CH:12][C:7]=2[CH:6]=1)=[O:4].C(OC(=O)[NH:27][CH2:28][CH2:29][N:30]([C:32]1[CH:33]=[N:34][C:35]([NH2:38])=[CH:36][CH:37]=1)[CH3:31])(C)(C)C. The yield is 0.340. No catalyst specified. (5) The reactants are [S:1]1[CH:5]=[CH:4][N:3]=[C:2]1[C:6]1([OH:16])[CH2:15][CH2:14][C:9]2(OCC[O:10]2)[CH2:8][CH2:7]1.C([O-])([O-])=O.[Na+].[Na+]. The catalyst is C1COCC1. The product is [OH:16][C:6]1([C:2]2[S:1][CH:5]=[CH:4][N:3]=2)[CH2:15][CH2:14][C:9](=[O:10])[CH2:8][CH2:7]1. The yield is 0.980. (6) The reactants are [Cl:1][C:2]1[CH:8]=[CH:7][C:5]([NH2:6])=[C:4]([O:9][CH3:10])[CH:3]=1.Cl[S:12]([N:15]=[C:16]=[O:17])(=[O:14])=[O:13].[Cl-].[Al+3].[Cl-].[Cl-]. The catalyst is [N+](CCC)([O-])=O. The product is [Cl:1][C:2]1[CH:3]=[C:4]([O:9][CH3:10])[C:5]2[NH:6][C:16](=[O:17])[NH:15][S:12](=[O:14])(=[O:13])[C:7]=2[CH:8]=1. The yield is 0.520. (7) The reactants are [NH:1]1[C:10]2[C:5](=[CH:6][CH:7]=[CH:8][CH:9]=2)[CH2:4][CH2:3][CH2:2]1.[C:11](O[C:11]([O:13][C:14]([CH3:17])([CH3:16])[CH3:15])=[O:12])([O:13][C:14]([CH3:17])([CH3:16])[CH3:15])=[O:12].C(N(CC)CC)C. The catalyst is C(Cl)Cl. The product is [N:1]1([C:11]([O:13][C:14]([CH3:17])([CH3:16])[CH3:15])=[O:12])[C:10]2[C:5](=[CH:6][CH:7]=[CH:8][CH:9]=2)[CH2:4][CH2:3][CH2:2]1. The yield is 0.720.